From a dataset of Full USPTO retrosynthesis dataset with 1.9M reactions from patents (1976-2016). Predict the reactants needed to synthesize the given product. The reactants are: [F:1][C:2]([F:13])([F:12])[O:3][C:4]1[CH:11]=[CH:10][C:7]([CH:8]=O)=[CH:6][CH:5]=1.[CH3:14][CH:15]1[CH2:20][NH:19][CH2:18][CH:17]([CH3:21])[NH:16]1.C(O[BH-](OC(=O)C)OC(=O)C)(=O)C.[Na+]. Given the product [CH3:14][CH:15]1[NH:16][CH:17]([CH3:21])[CH2:18][N:19]([CH2:8][C:7]2[CH:10]=[CH:11][C:4]([O:3][C:2]([F:13])([F:12])[F:1])=[CH:5][CH:6]=2)[CH2:20]1, predict the reactants needed to synthesize it.